From a dataset of NCI-60 drug combinations with 297,098 pairs across 59 cell lines. Regression. Given two drug SMILES strings and cell line genomic features, predict the synergy score measuring deviation from expected non-interaction effect. (1) Drug 1: C1CNP(=O)(OC1)N(CCCl)CCCl. Drug 2: CCN(CC)CCNC(=O)C1=C(NC(=C1C)C=C2C3=C(C=CC(=C3)F)NC2=O)C. Cell line: UACC62. Synergy scores: CSS=26.5, Synergy_ZIP=5.51, Synergy_Bliss=6.74, Synergy_Loewe=-26.5, Synergy_HSA=2.15. (2) Drug 1: CC1C(C(CC(O1)OC2CC(CC3=C2C(=C4C(=C3O)C(=O)C5=C(C4=O)C(=CC=C5)OC)O)(C(=O)C)O)N)O.Cl. Drug 2: CC1=C2C(C(=O)C3(C(CC4C(C3C(C(C2(C)C)(CC1OC(=O)C(C(C5=CC=CC=C5)NC(=O)C6=CC=CC=C6)O)O)OC(=O)C7=CC=CC=C7)(CO4)OC(=O)C)O)C)OC(=O)C. Cell line: M14. Synergy scores: CSS=30.1, Synergy_ZIP=-8.25, Synergy_Bliss=-0.174, Synergy_Loewe=-12.0, Synergy_HSA=-0.396.